This data is from Full USPTO retrosynthesis dataset with 1.9M reactions from patents (1976-2016). The task is: Predict the reactants needed to synthesize the given product. Given the product [CH2:1]([C:5]1[N:6]=[C:7]([C:21]2[CH:26]=[CH:25][C:24]([C:27]([F:30])([F:29])[F:28])=[CH:23][CH:22]=2)[S:8][C:9]=1[CH2:10][O:11][C:12]1[CH:17]=[CH:16][C:15]([CH2:18][Cl:42])=[C:14]([Cl:20])[CH:13]=1)[CH2:2][CH2:3][CH3:4], predict the reactants needed to synthesize it. The reactants are: [CH2:1]([C:5]1[N:6]=[C:7]([C:21]2[CH:26]=[CH:25][C:24]([C:27]([F:30])([F:29])[F:28])=[CH:23][CH:22]=2)[S:8][C:9]=1[CH2:10][O:11][C:12]1[CH:17]=[CH:16][C:15]([CH2:18]O)=[C:14]([Cl:20])[CH:13]=1)[CH2:2][CH2:3][CH3:4].C(N(CC)CC)C.CS([Cl:42])(=O)=O.